From a dataset of Forward reaction prediction with 1.9M reactions from USPTO patents (1976-2016). Predict the product of the given reaction. (1) Given the reactants [CH2:1]([O:8][C:9]([N:11]1[CH2:16][CH2:15][CH:14]([S:17]([CH2:20][CH2:21][CH:22]2[CH2:27][CH2:26][N:25](C(OC(C)(C)C)=O)[CH2:24][CH2:23]2)(=[O:19])=[O:18])[CH2:13][CH2:12]1)=[O:10])[C:2]1[CH:7]=[CH:6][CH:5]=[CH:4][CH:3]=1, predict the reaction product. The product is: [NH:25]1[CH2:26][CH2:27][CH:22]([CH2:21][CH2:20][S:17]([CH:14]2[CH2:13][CH2:12][N:11]([C:9]([O:8][CH2:1][C:2]3[CH:3]=[CH:4][CH:5]=[CH:6][CH:7]=3)=[O:10])[CH2:16][CH2:15]2)(=[O:18])=[O:19])[CH2:23][CH2:24]1. (2) Given the reactants [F:1][C:2]1[CH:9]=[C:8]([B:10]2[O:14]C(C)(C)C(C)(C)[O:11]2)[CH:7]=[C:6]([F:19])[C:3]=1[C:4]#[N:5], predict the reaction product. The product is: [C:4]([C:3]1[C:2]([F:1])=[CH:9][C:8]([B:10]([OH:14])[OH:11])=[CH:7][C:6]=1[F:19])#[N:5].